This data is from Experimentally validated miRNA-target interactions with 360,000+ pairs, plus equal number of negative samples. The task is: Binary Classification. Given a miRNA mature sequence and a target amino acid sequence, predict their likelihood of interaction. (1) Result: 0 (no interaction). The protein sequence of the target gene is MNQHYGRHGRGRGRDFAACAPPKKKGRNHIPERWKDYLPVGQRMPGTRFIAFKVPLQKKFEAKLMPEECFSPLDLFNKIQEQNEELGLIIDLTYTQRYYKVEDLPETISYIKIFTVGHQIPDNDTIFQFKCAVKEFLKKNKNNDKLIGVHCTHGLNRTGYLICRYLIDVEGMRPDDAIELFNSCRGHCIERQNYIENLQKRHVRKNRNVSAPRTDGLEDSADPTEQVYTNNKPVKKKPRKNRRGGHLAPSQHFQHQTQSSPYSLRKWSQNQSVYQRGLVPPPGPAGEDYSQRRFFWSARP.... The miRNA is mmu-miR-1193-5p with sequence UGGUAGACCGGUGACGUACA. (2) The miRNA is mmu-miR-30a-5p with sequence UGUAAACAUCCUCGACUGGAAG. The protein sequence of the target gene is MAKVSVLNVAVLENPSPFHSPFRFEISFECSEALADDLEWKIIYVGSAESEEFDQILDSVLVGPVPAGRHMFVFQADAPNPSLIPETDAVGVTVVLITCTYHGQEFIRVGYYVNNEYLNPELRENPPMKPDFSQLQRNILASNPRVTRFHINWDNNMDRLEAIETQDPSLGCGLPLNCTPIKGLGLPGCIPGLLPENSMDCI. Result: 0 (no interaction). (3) The miRNA is cel-miR-1819-3p with sequence UGGAAUGAUUGAGCUUGAUGGA. The protein sequence of the target gene is MMKTEPRGPGGPLRSASPHRSAYEAGIQALKPPDAPGPDEAPKAAHHKKYGSNVHRIKSMFLQMGTTAGPPGEAGGGAGMAEAPRASDRGVRLSLPRASSLNENVDHSALLKLGTSVSERVSRFDSKPAPSAQPAPPPHPPSRLQETRKLFERSVPAASGGDKEAVARRLLRQERAGLQDRKLDVVVRFNGSTEALDKLDADAVSPTVSQLSAVFEKADSRTGLHRAPGPPRAAGAPQVNSKLVTKRSRVFQPPPPPPAPSGDGATEKERGPGGQQPPQHRVAPARPPPKPREVRKIKPV.... Result: 0 (no interaction). (4) The miRNA is hsa-miR-6893-3p with sequence CCCUGCUGCCUUCACCUGCCAG. The protein sequence of the target gene is MGRTVIVLGGGISGLAASYHLIRGPSPPKVILVEGSKRLGGWIRSIRGSDGAIFELGPRGIRPAGALGARTLLLVSELGLESEVLPVRGDHPAAQNRFLYVGGTLHPLPSGLRGLLRPSPPFSKPLFWAGLRELLKPRGKEPDETVHSFAQRRLGPEVASLAMDSLCRGVFAGNSRELSIRSCFPSLFQAEQTHRSILLGLLLGAGQSPQPDSSLIRQARAERWSQWSLRGGLEVLPQALHNHLASKGVTVLSGQPVCGLSLQPEGRWKVSLGDSSLEADHIISAIPASELSKLLPAEAA.... Result: 0 (no interaction). (5) The miRNA is hsa-miR-4753-3p with sequence UUCUCUUUCUUUAGCCUUGUGU. The protein sequence of the target gene is MSGMEATVTIPIWQNKPHGAARSVVRRIGTNLPLKPCARASFETLPNISDLCLRDVPPVPTLADIAWIAADEEETYARVRSDTRPLRHTWKPSPLIVMQRNASVPNLRGSEERLLALKKPALPALSRTTELQDELSHLRSQIAKIVAADAASASLTPDFLSPGSSNVSSPLPCFGSSFHSTTSFVISDITEETEVEVPELPSVPLLCSASPECCKPEHKAACSSSEEDDCVSLSKASSFADMMGILKDFHRMKQSQDLNRSLLKEEDPAVLISEVLRRKFALKEEDISRKGN. Result: 1 (interaction).